Binary Classification. Given a drug SMILES string, predict its activity (active/inactive) in a high-throughput screening assay against a specified biological target. From a dataset of HIV replication inhibition screening data with 41,000+ compounds from the AIDS Antiviral Screen. (1) The drug is O=C(CSc1nnc(-c2ccc(N=Cc3ccc(Cl)cc3)cc2)o1)Nc1ccc(Cl)cc1. The result is 0 (inactive). (2) The drug is CC(=NNC(=S)Nc1cccc(Cl)c1)c1cccc(C(C)=NNC(=S)Nc2cccc(Cl)c2)n1. The result is 0 (inactive).